This data is from Full USPTO retrosynthesis dataset with 1.9M reactions from patents (1976-2016). The task is: Predict the reactants needed to synthesize the given product. (1) Given the product [CH3:1][O:2][C:3]1[CH:8]=[C:7]([O:9][C:10]2[CH:15]=[CH:14][N:13]=[C:12]3[CH:16]=[C:17]([C:19]4[N:20]([CH3:24])[CH:21]=[CH:22][N:23]=4)[S:18][C:11]=23)[CH:6]=[CH:5][C:4]=1[NH:25][C:48]([NH:50][C:51](=[O:59])[CH2:52][C:53]1[CH:54]=[CH:55][CH:56]=[CH:57][CH:58]=1)=[S:49], predict the reactants needed to synthesize it. The reactants are: [CH3:1][O:2][C:3]1[CH:8]=[C:7]([O:9][C:10]2[CH:15]=[CH:14][N:13]=[C:12]3[CH:16]=[C:17]([C:19]4[N:20]([CH3:24])[CH:21]=[CH:22][N:23]=4)[S:18][C:11]=23)[CH:6]=[CH:5][C:4]=1[NH2:25].S1C=CN=C1C1SC2C(=NC=CC=2OC2C=CC(N[C:48]([NH:50][C:51](=[O:59])[CH2:52][C:53]3[CH:58]=[CH:57][CH:56]=[CH:55][CH:54]=3)=[S:49])=CC=2F)C=1. (2) Given the product [NH2:8][C@H:9]([CH3:25])[C@@H:10]([OH:24])[CH2:11][N:12]([CH2:14][CH2:15][CH2:16][C:17]1[CH:18]=[CH:19][C:20]([F:23])=[CH:21][CH:22]=1)[CH3:13], predict the reactants needed to synthesize it. The reactants are: C([N:8](CC1C=CC=CC=1)[C@H:9]([CH3:25])[C@@H:10]([OH:24])[CH2:11][N:12]([CH2:14][CH2:15][CH2:16][C:17]1[CH:22]=[CH:21][C:20]([F:23])=[CH:19][CH:18]=1)[CH3:13])C1C=CC=CC=1.CC(O)=O. (3) Given the product [F:1][C:2]1[CH:7]=[C:6]([F:8])[CH:5]=[CH:4][C:3]=1[N:9]1[C:17](=[O:18])[C:16]2[C@@H:15]3[C:19]([CH3:21])([CH3:20])[C@@:12]([CH3:22])([CH2:13][CH2:14]3)[C:11]=2[N:10]1[CH2:24][CH2:25][CH2:26][OH:27], predict the reactants needed to synthesize it. The reactants are: [F:1][C:2]1[CH:7]=[C:6]([F:8])[CH:5]=[CH:4][C:3]=1[N:9]1[C:17](=[O:18])[C:16]2[C@@H:15]3[C:19]([CH3:21])([CH3:20])[C@@:12]([CH3:22])([CH2:13][CH2:14]3)[C:11]=2[NH:10]1.Br[CH2:24][CH2:25][CH2:26][OH:27]. (4) Given the product [CH3:1][O:2][C:3]([C:5]1[N:6]([CH2:25][C:26]2[CH:31]=[CH:30][C:29]([S:32]([CH3:35])(=[O:33])=[O:34])=[CH:28][CH:27]=2)[C:7](=[O:24])[C:8]2[C:13]([C:14]=1[C:42]1[CH:41]=[CH:40][CH:39]=[C:38]([CH:36]=[O:37])[CH:43]=1)=[CH:12][C:11]([Cl:23])=[CH:10][CH:9]=2)=[O:4], predict the reactants needed to synthesize it. The reactants are: [CH3:1][O:2][C:3]([C:5]1[N:6]([CH2:25][C:26]2[CH:31]=[CH:30][C:29]([S:32]([CH3:35])(=[O:34])=[O:33])=[CH:28][CH:27]=2)[C:7](=[O:24])[C:8]2[C:13]([C:14]=1OS(C(F)(F)F)(=O)=O)=[CH:12][C:11]([Cl:23])=[CH:10][CH:9]=2)=[O:4].[CH:36]([C:38]1[CH:39]=[C:40](B(O)O)[CH:41]=[CH:42][CH:43]=1)=[O:37]. (5) Given the product [Cl:22][C:18]1[CH:17]=[C:16]([C:7]2[N:6]=[C:5]([C:3]([OH:4])=[O:2])[CH:10]=[CH:9][C:8]=2[CH:11]2[CH2:15][CH2:14][O:13][CH2:12]2)[CH:21]=[CH:20][CH:19]=1, predict the reactants needed to synthesize it. The reactants are: C[O:2][C:3]([C:5]1[CH:10]=[CH:9][C:8]([CH:11]2[CH2:15][CH2:14][O:13][CH2:12]2)=[C:7]([C:16]2[CH:21]=[CH:20][CH:19]=[C:18]([Cl:22])[CH:17]=2)[N:6]=1)=[O:4].O.[OH-].[Li+]. (6) Given the product [CH3:1][O:2][C:3](=[O:22])/[C:4](/[CH2:13][C:14]1[CH:19]=[CH:18][C:17]([C:20]([OH:23])=[O:21])=[CH:16][CH:15]=1)=[C:5](/[CH:10]([CH3:11])[CH3:12])\[C:6]([O:8][CH3:9])=[O:7], predict the reactants needed to synthesize it. The reactants are: [CH3:1][O:2][C:3](=[O:22])/[C:4](/[CH2:13][C:14]1[CH:19]=[CH:18][C:17]([CH:20]=[O:21])=[CH:16][CH:15]=1)=[C:5](/[CH:10]([CH3:12])[CH3:11])\[C:6]([O:8][CH3:9])=[O:7].[O:23]1CCOCC1.O.Cl([O-])=O.[Na+].